This data is from Forward reaction prediction with 1.9M reactions from USPTO patents (1976-2016). The task is: Predict the product of the given reaction. (1) The product is: [Br:1][C:5]1[CH:4]=[N:3][C:8]2[NH:9][C:10](=[O:14])[CH2:11][CH2:12][CH2:13][C:7]=2[CH:6]=1. Given the reactants [Br:1]Br.[N:3]1[C:8]2[NH:9][C:10](=[O:14])[CH2:11][CH2:12][CH2:13][C:7]=2[CH:6]=[CH:5][CH:4]=1, predict the reaction product. (2) Given the reactants [P:1]([Cl:4])(Cl)[Cl:2].[NH:5]([CH:12]1[CH2:17][CH2:16][CH2:15][CH2:14][CH2:13]1)[CH:6]1[CH2:11][CH2:10][CH2:9][CH2:8][CH2:7]1.N(C1CCCCC1)C1CCCCC1.Cl, predict the reaction product. The product is: [N:5]([P:1]([Cl:4])[Cl:2])([CH:12]1[CH2:13][CH2:14][CH2:15][CH2:16][CH2:17]1)[CH:6]1[CH2:11][CH2:10][CH2:9][CH2:8][CH2:7]1. (3) Given the reactants [Na:1].C1OC1.[C:5]([OH:10])(=[O:9])[C:6]([CH3:8])=[CH2:7].[CH2:11]=[CH:12][C:13]1[CH:18]=[CH:17][CH:16]=[CH:15][CH:14]=1.[C:19]([O:24][CH3:25])(=[O:23])[C:20]([CH3:22])=[CH2:21].[C:26]([O:30][CH2:31][CH2:32][CH2:33][CH3:34])(=[O:29])[CH:27]=[CH2:28].[S:35]([O:39][O:38][S:35]([O-:39])(=[O:37])=[O:36])([O-:38])(=[O:37])=[O:36].[NH4+].[NH4+], predict the reaction product. The product is: [CH2:11]=[CH:12][C:13]1[CH:18]=[CH:17][CH:16]=[CH:15][CH:14]=1.[CH3:25][O:24][C:19](=[O:23])[C:20]([CH3:22])=[CH2:21].[C:26]([O:30][CH2:31][CH2:32][CH2:33][CH3:34])(=[O:29])[CH:27]=[CH2:28].[Na:1].[C:5]([OH:10])(=[O:9])[C:6]([CH3:8])=[CH2:7].[S:35]([O-:39])([O-:38])(=[O:37])=[O:36]. (4) Given the reactants [O:1]1[CH2:6][CH2:5][N:4]([CH2:7][C:8]2[CH:28]=[CH:27][C:11]([O:12][CH2:13][CH2:14][N:15]3[C:23]4[C:18](=[CH:19][CH:20]=[C:21]([C:24]([O-:26])=O)[CH:22]=4)[CH:17]=[CH:16]3)=[CH:10][CH:9]=2)[CH2:3][CH2:2]1.[NH2:29][OH:30], predict the reaction product. The product is: [O:1]1[CH2:2][CH2:3][N:4]([CH2:7][C:8]2[CH:9]=[CH:10][C:11]([O:12][CH2:13][CH2:14][N:15]3[C:23]4[C:18](=[CH:19][CH:20]=[C:21]([C:24]([NH:29][OH:30])=[O:26])[CH:22]=4)[CH:17]=[CH:16]3)=[CH:27][CH:28]=2)[CH2:5][CH2:6]1. (5) The product is: [Br:8][C:5]1[CH:6]=[CH:7][C:2]([NH:1][C:24]([NH:23][CH:20]([CH3:22])[CH3:21])=[O:25])=[N:3][CH:4]=1. Given the reactants [NH2:1][C:2]1[CH:7]=[CH:6][C:5]([Br:8])=[CH:4][N:3]=1.C1CCN2C(=NCCC2)CC1.[CH:20]([N:23]=[C:24]=[O:25])([CH3:22])[CH3:21], predict the reaction product.